From a dataset of Full USPTO retrosynthesis dataset with 1.9M reactions from patents (1976-2016). Predict the reactants needed to synthesize the given product. (1) Given the product [Br:1][C:2]1[CH:10]=[C:9]2[C:5]([CH2:6][C:7]3([CH2:27][CH2:26][CH:25]([O:28][CH3:29])[CH2:24][CH2:23]3)[C:8]2([NH:16][S:17]([C:19]([CH3:21])([CH3:22])[CH3:20])=[O:18])[C:11]([O:13][CH2:14][CH3:15])=[O:35])=[CH:4][CH:3]=1, predict the reactants needed to synthesize it. The reactants are: [Br:1][C:2]1[CH:10]=[C:9]2[C:5]([CH2:6][C:7]3([CH2:27][CH2:26][CH:25]([O:28][CH3:29])[CH2:24][CH2:23]3)[C:8]2([NH:16][S:17]([C:19]([CH3:22])([CH3:21])[CH3:20])=[O:18])[C:11]([O:13][CH2:14][CH3:15])=C)=[CH:4][CH:3]=1.[C-]#N.[K+].CC[OH:35]. (2) Given the product [Cl:21][C:22]1[CH:27]=[CH:26][C:25]([S:28]([NH:1][C:2]2[CH:7]=[CH:6][C:5]([Cl:8])=[CH:4][C:3]=2[C:9]#[C:10][C:11]2[CH:12]=[CH:13][C:14]([C:15]([O:17][CH3:18])=[O:16])=[CH:19][CH:20]=2)(=[O:30])=[O:29])=[CH:24][CH:23]=1, predict the reactants needed to synthesize it. The reactants are: [NH2:1][C:2]1[CH:7]=[CH:6][C:5]([Cl:8])=[CH:4][C:3]=1[C:9]#[C:10][C:11]1[CH:20]=[CH:19][C:14]([C:15]([O:17][CH3:18])=[O:16])=[CH:13][CH:12]=1.[Cl:21][C:22]1[CH:27]=[CH:26][C:25]([S:28](Cl)(=[O:30])=[O:29])=[CH:24][CH:23]=1. (3) Given the product [Br:24][C:6]1[C:5]2[C:9](=[CH:10][C:2]([Cl:1])=[CH:3][CH:4]=2)[C:8](=[O:11])[CH:7]=1, predict the reactants needed to synthesize it. The reactants are: [Cl:1][C:2]1[CH:10]=[C:9]2[C:5]([CH2:6][CH2:7][C:8]2=[O:11])=[CH:4][CH:3]=1.N(C(C)(C)C#N)=NC(C)(C)C#N.[Br:24]N1C(=O)CCC1=O.C(N(CC)CC)C. (4) Given the product [N:30]1([C:32]([C@H:3]2[N:2]([C:23]([O:26][C:5]([CH3:6])([CH3:13])[CH3:4])=[O:24])[CH2:1][C:13]3[NH:12][C:11]4[C:6]([C:5]=3[CH2:4]2)=[CH:7][CH:8]=[CH:9][CH:10]=4)=[O:33])[CH2:22][CH2:21][CH2:20][CH2:19][CH2:18]1, predict the reactants needed to synthesize it. The reactants are: [C:1]1(C(N)=O)[C:13]2[NH:12][C:11]3[C:6](=[CH:7][CH:8]=[CH:9][CH:10]=3)[C:5]=2[CH:4]=[CH:3][N:2]=1.Br[CH2:18][CH2:19][CH2:20][CH2:21][CH3:22].[C:23]([O-:26])([O-])=[O:24].[Cs+].[Cs+].C[N:30]([CH:32]=[O:33])C. (5) Given the product [CH3:31][O:30][CH:25]1[C:26]2[C:22](=[C:21]([CH2:20][CH:12]3[C:11]4[CH:10]=[CH:9][CH:8]=[CH:7][C:6]=4[C:5]4[C:13]3=[CH:1][CH:2]=[CH:3][CH:4]=4)[CH:29]=[CH:28][CH:27]=2)[CH2:23][CH:24]1[CH3:32], predict the reactants needed to synthesize it. The reactants are: [CH:1]1[C:13]2[CH2:12][C:11]3[C:6](=[CH:7][CH:8]=[CH:9][CH:10]=3)[C:5]=2[CH:4]=[CH:3][CH:2]=1.[Li]CCCC.Br[CH2:20][C:21]1[CH:29]=[CH:28][CH:27]=[C:26]2[C:22]=1[CH2:23][CH:24]([CH3:32])[CH:25]2[O:30][CH3:31].O.